This data is from Catalyst prediction with 721,799 reactions and 888 catalyst types from USPTO. The task is: Predict which catalyst facilitates the given reaction. (1) Reactant: [I:1][C:2]1[N:7]=[N:6][C:5]([N:8]2[CH2:13][CH2:12][NH:11][CH2:10][CH2:9]2)=[CH:4][CH:3]=1.C(N(CC)CC)C.[F:21][C:22]([F:33])([F:32])[C:23]1[CH:31]=[CH:30][CH:29]=[CH:28][C:24]=1[C:25](Cl)=[O:26]. Product: [I:1][C:2]1[N:7]=[N:6][C:5]([N:8]2[CH2:9][CH2:10][N:11]([C:25]([C:24]3[CH:28]=[CH:29][CH:30]=[CH:31][C:23]=3[C:22]([F:21])([F:32])[F:33])=[O:26])[CH2:12][CH2:13]2)=[CH:4][CH:3]=1. The catalyst class is: 46. (2) Reactant: [CH3:1][O:2][C@@H:3]1[C@H:7]([O:8][Si](C(C)(C)C)(C)C)[C@@H:6]([CH:16](I)O)[O:5][C@H:4]1[N:19]1[C:34]2[N:33]=[C:26]([NH:27][C:28](=[O:32])[CH:29]([CH3:31])[CH3:30])[NH:25][C:23](=[O:24])[C:22]=2[N:21]=[CH:20]1.CCN(C(C)C)C(C)C.CCCC[N+](CCCC)(CCCC)CCCC.[F-]. Product: [CH3:1][O:2][C@@H:3]1[C@H:7]([OH:8])[C@@H:6]([CH3:16])[O:5][C@H:4]1[N:19]1[C:34]2[N:33]=[C:26]([NH:27][C:28](=[O:32])[CH:29]([CH3:30])[CH3:31])[NH:25][C:23](=[O:24])[C:22]=2[N:21]=[CH:20]1. The catalyst class is: 123. (3) Reactant: C(OC(=O)[NH:7][C:8]1[CH:13]=[CH:12][CH:11]=[CH:10][C:9]=1[NH:14][C:15](=[O:35])/[CH:16]=[CH:17]/[C:18]1[CH:22]=[CH:21][N:20]([S:23]([C:26]2[CH:31]=[CH:30][C:29]([N:32]([CH3:34])[CH3:33])=[CH:28][CH:27]=2)(=[O:25])=[O:24])[CH:19]=1)(C)(C)C.C(O)(C(F)(F)F)=O. Product: [NH2:7][C:8]1[CH:13]=[CH:12][CH:11]=[CH:10][C:9]=1[NH:14][C:15](=[O:35])/[CH:16]=[CH:17]/[C:18]1[CH:22]=[CH:21][N:20]([S:23]([C:26]2[CH:27]=[CH:28][C:29]([N:32]([CH3:33])[CH3:34])=[CH:30][CH:31]=2)(=[O:25])=[O:24])[CH:19]=1. The catalyst class is: 2. (4) The catalyst class is: 7. Reactant: [CH3:1][N:2]1[C:6]([C:7](=[O:24])[NH:8][C:9]2[CH:14]=[CH:13][N:12]3[N:15]=[C:16]([C:18]4[CH:23]=[CH:22][CH:21]=[CH:20][CH:19]=4)[N:17]=[C:11]3[CH:10]=2)=[C:5]([C:25]([OH:27])=O)[CH:4]=[N:3]1.Cl.[F:29][CH:30]1[CH2:33][NH:32][CH2:31]1.C(N(C(C)C)CC)(C)C.CCCP(=O)=O. Product: [F:29][CH:30]1[CH2:33][N:32]([C:25]([C:5]2[CH:4]=[N:3][N:2]([CH3:1])[C:6]=2[C:7]([NH:8][C:9]2[CH:14]=[CH:13][N:12]3[N:15]=[C:16]([C:18]4[CH:23]=[CH:22][CH:21]=[CH:20][CH:19]=4)[N:17]=[C:11]3[CH:10]=2)=[O:24])=[O:27])[CH2:31]1. (5) Reactant: [CH2:1]([O:3][C:4](=[O:23])[CH2:5][CH:6]1[CH2:13][CH:12]2[N:14]([C:15]([O:17][C:18]([CH3:21])(C)C)=[O:16])[CH:8]([CH2:9][O:10][CH2:11]2)[C:7]1=[O:22])[CH3:2].FC(F)(F)C(O)=O.C(=O)([O-])[O-].[K+].[K+].C(N(CC)C(C)C)(C)C.ClC(OC[C:51]1[CH:56]=[CH:55]C=[CH:53][CH:52]=1)=O. Product: [CH2:1]([O:3][C:4](=[O:23])[CH2:5][CH:6]1[CH2:13][CH:12]2[N:14]([C:15]([O:17][CH2:18][C:21]3[CH:55]=[CH:56][CH:51]=[CH:52][CH:53]=3)=[O:16])[CH:8]([CH2:9][O:10][CH2:11]2)[C:7]1=[O:22])[CH3:2]. The catalyst class is: 204. (6) Reactant: [C:1]1([CH2:7][N:8]2[CH:12]=[C:11]([C:13]3[N:22]=[C:21]([NH:23][CH2:24][C@H:25]4[CH2:30][CH2:29][CH2:28][N:27](C(OC(C)(C)C)=O)[CH2:26]4)[C:16]4=[N:17][CH:18]=[CH:19][N:20]=[C:15]4[CH:14]=3)[CH:10]=[N:9]2)[CH:6]=[CH:5][CH:4]=[CH:3][CH:2]=1.FC(F)(F)C(O)=O. Product: [C:1]1([CH2:7][N:8]2[CH:12]=[C:11]([C:13]3[N:22]=[C:21]([NH:23][CH2:24][C@H:25]4[CH2:30][CH2:29][CH2:28][NH:27][CH2:26]4)[C:16]4=[N:17][CH:18]=[CH:19][N:20]=[C:15]4[CH:14]=3)[CH:10]=[N:9]2)[CH:2]=[CH:3][CH:4]=[CH:5][CH:6]=1. The catalyst class is: 98. (7) Reactant: C(O[C:4]([C:6]1[C:7]2[N:8]=[CH:9][CH:10]=[N:11][C:12]=2[C:13]([C:16]2[C:21]([F:22])=[C:20]([O:23][CH3:24])[CH:19]=[C:18]([O:25][CH3:26])[C:17]=2[F:27])=[CH:14][CH:15]=1)=[O:5])C.[NH2:28][C:29]1[N:34]=[CH:33][C:32]([CH2:35][N:36]([CH3:41])[CH2:37][C:38]([NH2:40])=[O:39])=[CH:31][CH:30]=1.C[Al](C)C.C([O-])(O)=O.[Na+]. Product: [C:38]([CH2:37][N:36]([CH2:35][C:32]1[CH:31]=[CH:30][C:29]([NH:28][C:4]([C:6]2[C:7]3[N:8]=[CH:9][CH:10]=[N:11][C:12]=3[C:13]([C:16]3[C:17]([F:27])=[C:18]([O:25][CH3:26])[CH:19]=[C:20]([O:23][CH3:24])[C:21]=3[F:22])=[CH:14][CH:15]=2)=[O:5])=[N:34][CH:33]=1)[CH3:41])(=[O:39])[NH2:40]. The catalyst class is: 512. (8) Product: [Cl-:2].[Cl-:32].[CH3:15][N+:19]([CH3:24])([CH3:20])[CH2:22][CH:21]([O:12][CH2:1][CH:3]1[CH2:4][O:5]1)[CH2:20][N+:19]([CH3:28])([CH3:24])[CH3:15]. The catalyst class is: 6. Reactant: [CH2:1]([CH:3]1[O:5][CH2:4]1)[Cl:2].CCCCCC.[OH-:12].[Na+].[I-].[CH2:15]([N+:19]([CH2:28]CCC)([CH2:24]CCC)[CH2:20][CH2:21][CH2:22]C)CCC.[Cl:32](O)(=O)(=O)=O. (9) Reactant: C(Cl)(=O)C(Cl)=O.[Cl:7][C:8]1[N:9]=[C:10]([CH3:37])[N:11]([CH2:14][C:15]2[S:30][C:18]3[N:19]([CH2:26][CH:27]([CH3:29])[CH3:28])[C:20](=[O:25])[N:21]([CH3:24])[C:22](=[O:23])[C:17]=3[C:16]=2[C:31]([N:33]([O:35]C)[CH3:34])=[O:32])[C:12]=1[Cl:13].CN(C)C=O. Product: [Cl:7][C:8]1[N:9]=[C:10]([CH3:37])[N:11]([CH2:14][C:15]2[S:30][C:18]3[N:19]([CH2:26][CH:27]([CH3:29])[CH3:28])[C:20](=[O:25])[N:21]([CH3:24])[C:22](=[O:23])[C:17]=3[C:16]=2[C:31]([N:33]([OH:35])[CH3:34])=[O:32])[C:12]=1[Cl:13]. The catalyst class is: 4. (10) Reactant: [C:1]([O:5][C:6]([N:8]1[CH2:13][CH2:12][CH:11]([C:14]2[C:19]([C:20](OC)=[O:21])=[CH:18][N:17]=[CH:16][CH:15]=2)[CH2:10][CH2:9]1)=[O:7])([CH3:4])([CH3:3])[CH3:2].[H-].[Al+3].[Li+].[H-].[H-].[H-]. Product: [C:1]([O:5][C:6]([N:8]1[CH2:13][CH2:12][CH:11]([C:14]2[CH:15]=[CH:16][N:17]=[CH:18][C:19]=2[CH2:20][OH:21])[CH2:10][CH2:9]1)=[O:7])([CH3:4])([CH3:2])[CH3:3]. The catalyst class is: 1.